Dataset: Peptide-MHC class I binding affinity with 185,985 pairs from IEDB/IMGT. Task: Regression. Given a peptide amino acid sequence and an MHC pseudo amino acid sequence, predict their binding affinity value. This is MHC class I binding data. (1) The binding affinity (normalized) is 0.449. The peptide sequence is ATTIITPMMR. The MHC is HLA-A68:01 with pseudo-sequence HLA-A68:01. (2) The peptide sequence is NLKLYGAEF. The MHC is HLA-B40:01 with pseudo-sequence HLA-B40:01. The binding affinity (normalized) is 0.0847.